This data is from Forward reaction prediction with 1.9M reactions from USPTO patents (1976-2016). The task is: Predict the product of the given reaction. The product is: [CH3:28][O:27][C:21]1[CH:20]=[C:19]([C:15]([C:11]2[CH:12]=[CH:13][CH:14]=[C:9]([OH:8])[CH:10]=2)=[CH:16][C:17]#[N:18])[CH:24]=[C:23]([O:25][CH3:26])[CH:22]=1. Given the reactants C([O:8][C:9]1[CH:10]=[C:11]([C:15]([C:19]2[CH:24]=[C:23]([O:25][CH3:26])[CH:22]=[C:21]([O:27][CH3:28])[CH:20]=2)=[CH:16][C:17]#[N:18])[CH:12]=[CH:13][CH:14]=1)C1C=CC=CC=1.C1CCCCC=1, predict the reaction product.